Dataset: Forward reaction prediction with 1.9M reactions from USPTO patents (1976-2016). Task: Predict the product of the given reaction. (1) Given the reactants [CH:1]1([N:4]([CH3:26])[C:5]2[N:25]=[C:8]3[CH:9]=[C:10]([NH:13][C:14]([C:16]4[N:20]([CH3:21])[N:19]=[CH:18][C:17]=4[C:22](O)=[O:23])=[O:15])[CH:11]=[CH:12][N:7]3[N:6]=2)[CH2:3][CH2:2]1.[NH:27]1[CH2:32][CH2:31][O:30][CH2:29][CH2:28]1, predict the reaction product. The product is: [CH:1]1([N:4]([CH3:26])[C:5]2[N:25]=[C:8]3[CH:9]=[C:10]([NH:13][C:14]([C:16]4[N:20]([CH3:21])[N:19]=[CH:18][C:17]=4[C:22]([N:27]4[CH2:32][CH2:31][O:30][CH2:29][CH2:28]4)=[O:23])=[O:15])[CH:11]=[CH:12][N:7]3[N:6]=2)[CH2:2][CH2:3]1. (2) The product is: [CH2:13]([C:15]1([CH2:19][O:20][CH:21]2[CH2:22][CH2:23][CH:24]([O:27][CH:7]=[CH2:8])[CH2:25][CH2:26]2)[CH2:18][O:17][CH2:16]1)[CH3:14]. Given the reactants C(=O)([O-])[O-].[Na+].[Na+].[C:7](OC=C)(=O)[CH3:8].[CH2:13]([C:15]1([CH2:19][O:20][CH:21]2[CH2:26][CH2:25][CH:24]([OH:27])[CH2:23][CH2:22]2)[CH2:18][O:17][CH2:16]1)[CH3:14], predict the reaction product. (3) Given the reactants [CH2:1]([N:5]1[C:10]2=[CH:11][N:12]([CH2:14][C:15]3[CH:20]=[CH:19][C:18]([O:21][CH3:22])=[CH:17][CH:16]=3)[CH:13]=[C:9]2[C:8](=[O:23])[N:7]([CH3:24])[C:6]1=[O:25])[CH:2]([CH3:4])[CH3:3].[Cl:26]C(Cl)(Cl)C(Cl)(Cl)Cl.[Li+].C[Si]([N-][Si](C)(C)C)(C)C, predict the reaction product. The product is: [Cl:26][C:13]1[N:12]([CH2:14][C:15]2[CH:20]=[CH:19][C:18]([O:21][CH3:22])=[CH:17][CH:16]=2)[CH:11]=[C:10]2[C:9]=1[C:8](=[O:23])[N:7]([CH3:24])[C:6](=[O:25])[N:5]2[CH2:1][CH:2]([CH3:4])[CH3:3]. (4) Given the reactants [N:1]1[CH:6]=[C:5]([C:7]([OH:9])=O)[CH:4]=[N:3][CH:2]=1.C(N(CC)CC)C.CN(C(ON1N=NC2C=CC=CC1=2)=[N+](C)C)C.[B-](F)(F)(F)F.Cl.[NH2:40][C:41]1([C:44]([O:46][CH2:47][CH3:48])=[O:45])[CH2:43][CH2:42]1, predict the reaction product. The product is: [N:3]1[CH:4]=[C:5]([C:7]([NH:40][C:41]2([C:44]([O:46][CH2:47][CH3:48])=[O:45])[CH2:43][CH2:42]2)=[O:9])[CH:6]=[N:1][CH:2]=1. (5) Given the reactants [Br:1][C:2]1[O:6][C:5]([C:7]2[C:11]([CH2:12]Br)=[C:10]([C:14]([O:16][CH2:17][CH3:18])=[O:15])[O:9][N:8]=2)=[CH:4][CH:3]=1.[CH2:19]([O:21][C:22](=[O:36])[CH2:23][NH:24][CH2:25][C:26]1[CH:31]=[CH:30][C:29]([O:32][CH3:33])=[CH:28][C:27]=1[O:34][CH3:35])[CH3:20].C(=O)([O-])[O-].[K+].[K+].CCOC(C)=O, predict the reaction product. The product is: [Br:1][C:2]1[O:6][C:5]([C:7]2[C:11]([CH2:12][N:24]([CH2:25][C:26]3[CH:31]=[CH:30][C:29]([O:32][CH3:33])=[CH:28][C:27]=3[O:34][CH3:35])[CH2:23][C:22]([O:21][CH2:19][CH3:20])=[O:36])=[C:10]([C:14]([O:16][CH2:17][CH3:18])=[O:15])[O:9][N:8]=2)=[CH:4][CH:3]=1. (6) Given the reactants [N:1]1[C:2]([CH2:10][CH2:11][NH2:12])=[N:3][N:4]2[CH:9]=[CH:8][CH:7]=[CH:6][C:5]=12.[CH3:13][N:14]1[CH:19]=[C:18]([CH2:20]Cl)[C:17]([C:22](OC)=[O:23])=[C:16]([Cl:26])[C:15]1=[O:27], predict the reaction product. The product is: [Cl:26][C:16]1[C:15](=[O:27])[N:14]([CH3:13])[CH:19]=[C:18]2[CH2:20][N:12]([CH2:11][CH2:10][C:2]3[N:1]=[C:5]4[CH:6]=[CH:7][CH:8]=[CH:9][N:4]4[N:3]=3)[C:22](=[O:23])[C:17]=12. (7) Given the reactants [C:1]([O:5][C:6](=[O:25])[NH:7][C:8]1[CH:13]=[C:12]([N:14]2[CH2:19][CH2:18][O:17][CH2:16][CH2:15]2)[C:11]([C:20]([F:23])([F:22])[F:21])=[CH:10][C:9]=1[NH2:24])([CH3:4])([CH3:3])[CH3:2].C([O:30][C:31](=O)[CH2:32][C:33]([C:35]1[CH:40]=[CH:39][CH:38]=[C:37]([C:41]2[O:45][N:44]=[C:43]([CH3:46])[CH:42]=2)[CH:36]=1)=[O:34])(C)(C)C, predict the reaction product. The product is: [C:1]([O:5][C:6](=[O:25])[NH:7][C:8]1[CH:13]=[C:12]([N:14]2[CH2:15][CH2:16][O:17][CH2:18][CH2:19]2)[C:11]([C:20]([F:21])([F:22])[F:23])=[CH:10][C:9]=1[NH:24][C:31](=[O:30])[CH2:32][C:33]([C:35]1[CH:40]=[CH:39][CH:38]=[C:37]([C:41]2[O:45][N:44]=[C:43]([CH3:46])[CH:42]=2)[CH:36]=1)=[O:34])([CH3:4])([CH3:2])[CH3:3]. (8) Given the reactants [O:1]1[CH:5]=[CH:4][C:3](B(O)O)=[CH:2]1.N1C2C(=CC=CC=2)C=C(B(O)O)C=1.Br[C:23]1[CH:31]=[CH:30][CH:29]=[C:28]2[C:24]=1[C:25]1([C:57]3[C:48](=[CH:49][C:50]4[O:55][CH2:54][CH2:53][O:52][C:51]=4[CH:56]=3)[O:47][CH2:46]1)[C:26](=[O:45])[N:27]2[CH:32](C1C=CC=CC=1)C1C=CC=CC=1, predict the reaction product. The product is: [O:1]1[CH:5]=[CH:4][C:3]([C:23]2[CH:31]=[CH:30][CH:29]=[C:28]3[C:24]=2[C:25]2([C:57]4[C:48](=[CH:49][C:50]5[O:55][CH2:54][CH2:53][O:52][C:51]=5[CH:56]=4)[O:47][CH2:46]2)[C:26](=[O:45])[N:27]3[CH3:32])=[CH:2]1.